From a dataset of Full USPTO retrosynthesis dataset with 1.9M reactions from patents (1976-2016). Predict the reactants needed to synthesize the given product. (1) Given the product [CH3:23][O:24][C:25]1[CH:30]=[CH:29][C:28]([C:31]2[CH:32]=[C:33]3[C:37](=[CH:38][CH:39]=2)[NH:36][C:35](=[O:40])[C:34]3=[CH:21][C:3]2[NH:4][C:5]3[CH2:11][CH2:10][CH2:9][N:8]([CH2:12][CH2:13][N:14]4[CH2:15][CH2:16][CH2:17][CH2:18][CH2:19]4)[C:7](=[O:20])[C:6]=3[C:2]=2[CH3:1])=[CH:27][CH:26]=1, predict the reactants needed to synthesize it. The reactants are: [CH3:1][C:2]1[C:6]2[C:7](=[O:20])[N:8]([CH2:12][CH2:13][N:14]3[CH2:19][CH2:18][CH2:17][CH2:16][CH2:15]3)[CH2:9][CH2:10][CH2:11][C:5]=2[NH:4][C:3]=1[CH:21]=O.[CH3:23][O:24][C:25]1[CH:30]=[CH:29][C:28]([C:31]2[CH:32]=[C:33]3[C:37](=[CH:38][CH:39]=2)[NH:36][C:35](=[O:40])[CH2:34]3)=[CH:27][CH:26]=1. (2) Given the product [F:1][C:2]1[CH:7]=[CH:6][C:5]([N:8]2[C:12]([C:13]3[N:14]=[CH:15][N:16]([C:18]4[CH:26]=[CH:25][C:21]([C:22]([NH:28][CH:29]5[CH2:34][CH2:33][O:32][CH2:31][CH2:30]5)=[O:24])=[CH:20][N:19]=4)[CH:17]=3)=[C:11]([CH3:27])[N:10]=[N:9]2)=[CH:4][CH:3]=1, predict the reactants needed to synthesize it. The reactants are: [F:1][C:2]1[CH:7]=[CH:6][C:5]([N:8]2[C:12]([C:13]3[N:14]=[CH:15][N:16]([C:18]4[CH:26]=[CH:25][C:21]([C:22]([OH:24])=O)=[CH:20][N:19]=4)[CH:17]=3)=[C:11]([CH3:27])[N:10]=[N:9]2)=[CH:4][CH:3]=1.[NH2:28][CH:29]1[CH2:34][CH2:33][O:32][CH2:31][CH2:30]1. (3) Given the product [CH2:18]([O:17][C:14]1[CH:15]=[CH:16][C:9]([OH:8])=[C:10]([CH:13]=1)[CH:11]=[O:12])[C:19]1[CH:20]=[CH:21][CH:22]=[CH:23][CH:24]=1, predict the reactants needed to synthesize it. The reactants are: C([O:8][C:9]1[CH:16]=[CH:15][C:14]([O:17][CH2:18][C:19]2[CH:24]=[CH:23][CH:22]=[CH:21][CH:20]=2)=[CH:13][C:10]=1[CH:11]=[O:12])C1C=CC=CC=1.[Mg+2].[Br-].[Br-].CCOCC.Cl.